Dataset: Reaction yield outcomes from USPTO patents with 853,638 reactions. Task: Predict the reaction yield, written as a fraction of the theoretical maximum amount of product (1.0 means a 100% yield; for example, 0.34 means a 34% yield). (1) The reactants are [Cl:1][C:2]1[S:6][C:5]2[C:7]3([O:20][CH2:21][C:22]([F:24])([F:23])[C:4]=2[CH:3]=1)[CH2:12][CH2:11][N:10]([CH2:13][C:14]1[C:15]([CH3:19])=[N:16][NH:17][CH:18]=1)[CH2:9][CH2:8]3.C(=O)([O-])[O-].[K+].[K+].I[C:32]1[CH:37]=[CH:36][CH:35]=[CH:34][C:33]=1[CH3:38].CN[C@@H]1CCCC[C@H]1NC. The catalyst is [Cu]I.C1(C)C=CC=CC=1. The product is [Cl:1][C:2]1[S:6][C:5]2[C:7]3([CH2:12][CH2:11][N:10]([CH2:13][C:14]4[C:15]([CH3:19])=[N:16][N:17]([C:32]5[CH:37]=[CH:36][CH:35]=[CH:34][C:33]=5[CH3:38])[CH:18]=4)[CH2:9][CH2:8]3)[O:20][CH2:21][C:22]([F:23])([F:24])[C:4]=2[CH:3]=1. The yield is 0.160. (2) The reactants are [F:1][C:2]1[CH:7]=[CH:6][CH:5]=[C:4]([F:8])[C:3]=1[C:9]1[O:10][C:11]([NH:16][C:17]2[CH:22]=[CH:21][C:20]([N:23]3[CH2:28][CH2:27][O:26][CH2:25][CH2:24]3)=[CH:19][CH:18]=2)=[C:12]([C:14]#[N:15])[N:13]=1.C(=O)(O)[O-:30].[Na+]. The product is [F:1][C:2]1[CH:7]=[CH:6][CH:5]=[C:4]([F:8])[C:3]=1[C:9]1[O:10][C:11]([NH:16][C:17]2[CH:18]=[CH:19][C:20]([N:23]3[CH2:24][CH2:25][O:26][CH2:27][CH2:28]3)=[CH:21][CH:22]=2)=[C:12]([C:14]([NH2:15])=[O:30])[N:13]=1. The yield is 0.850. The catalyst is S(=O)(=O)(O)O. (3) The reactants are [C:1]([O:4][CH2:5][CH:6]1[C:11]([N:21]2[C:33](=[O:34])[C:32]3[S:31][C:30]4[CH2:29][CH2:28][CH2:27][CH2:26][C:25]=4[C:24]=3[CH2:23][CH2:22]2)(B2OC(C)(C)C(C)(C)O2)[CH:10]=[C:9]([F:35])[CH:8]=[CH:7]1)(=[O:3])[CH3:2].Br[C:37]1[CH:38]=[C:39]([NH:45][C:46]2[NH:50][N:49]=[C:48]([CH:51]3[CH2:53][CH2:52]3)[CH:47]=2)[C:40](=[O:44])[N:41]([CH3:43])[CH:42]=1.CC(O[Na])=O.[O-]P([O-])([O-])=O.[K+].[K+].[K+]. The catalyst is C1C=CC(P(C2C=CC=CC=2)[C-]2C=CC=C2)=CC=1.C1C=CC(P(C2C=CC=CC=2)[C-]2C=CC=C2)=CC=1.Cl[Pd]Cl.[Fe+2].O.CC#N. The product is [C:1]([O:4][CH2:5][C:6]1[C:11]([N:21]2[C:33](=[O:34])[C:32]3[S:31][C:30]4[CH2:29][CH2:28][CH2:27][CH2:26][C:25]=4[C:24]=3[CH2:23][CH2:22]2)=[CH:10][C:9]([F:35])=[CH:8][C:7]=1[C:37]1[CH:38]=[C:39]([NH:45][C:46]2[CH:47]=[C:48]([CH:51]3[CH2:52][CH2:53]3)[NH:49][N:50]=2)[C:40](=[O:44])[N:41]([CH3:43])[CH:42]=1)(=[O:3])[CH3:2]. The yield is 0.520. (4) The reactants are [C:1]([O:5][C:6](=[O:8])[NH2:7])([CH3:4])([CH3:3])[CH3:2].[OH-].[Na+].Cl[O:12]C(C)(C)C.P([O-])([O-])([O-])=O.[F:22][C:23]1[CH:30]=[CH:29][C:26]([CH:27]=[CH2:28])=[CH:25][CH:24]=1. The catalyst is C(#N)C.O.O.O.[O-][Os]([O-])(=O)=O.[K+].[K+]. The product is [C:1]([O:5][C:6](=[O:8])[NH:7][CH2:28][CH:27]([C:26]1[CH:29]=[CH:30][C:23]([F:22])=[CH:24][CH:25]=1)[OH:12])([CH3:4])([CH3:3])[CH3:2]. The yield is 0.570.